From a dataset of Full USPTO retrosynthesis dataset with 1.9M reactions from patents (1976-2016). Predict the reactants needed to synthesize the given product. (1) Given the product [C:1]([O:5][C:6]([N:8]1[CH2:13][CH2:12][CH:11]([C:14]2[S:15][CH:16]=[C:17]([CH2:19][N:20]([C:21]3[CH:22]=[CH:23][C:24]([S:27]([CH3:30])(=[O:29])=[O:28])=[CH:25][CH:26]=3)[CH3:33])[N:18]=2)[CH2:10][CH2:9]1)=[O:7])([CH3:4])([CH3:3])[CH3:2], predict the reactants needed to synthesize it. The reactants are: [C:1]([O:5][C:6]([N:8]1[CH2:13][CH2:12][CH:11]([C:14]2[S:15][CH:16]=[C:17]([CH2:19][NH:20][C:21]3[CH:26]=[CH:25][C:24]([S:27]([CH3:30])(=[O:29])=[O:28])=[CH:23][CH:22]=3)[N:18]=2)[CH2:10][CH2:9]1)=[O:7])([CH3:4])([CH3:3])[CH3:2].[H-].[Na+].[CH3:33]I. (2) Given the product [CH3:17][N:3]1[C:11]2[CH:10]=[CH:9][CH:8]=[C:7]([C:12]([O:14][CH3:15])=[O:13])[C:6]=2[CH:5]=[CH:4]1, predict the reactants needed to synthesize it. The reactants are: [H-].[Na+].[NH:3]1[C:11]2[CH:10]=[CH:9][CH:8]=[C:7]([C:12]([O:14][CH3:15])=[O:13])[C:6]=2[CH:5]=[CH:4]1.I[CH3:17]. (3) Given the product [Cl:1][C:2]1[C:7]([CH:6]=[C:5]([NH:10][C:11]2[C:20]3[C:15](=[CH:16][C:17]([O:23][CH2:24][CH2:25][CH2:26][C:27]4[CH:32]=[CH:31][N:30]=[CH:29][CH:28]=4)=[C:18]([O:21][CH3:22])[CH:19]=3)[N:14]=[CH:38][N:40]=2)[C:4](=[O:35])[CH:3]=1)=[O:8], predict the reactants needed to synthesize it. The reactants are: [Cl:1][C:2]1[C:7]([O:8]C)=[CH:6][C:5]([NH:10][C:11]2[C:20]3[C:15](=[CH:16][C:17]([O:23][CH2:24][CH2:25][CH2:26][C:27]4[CH:32]=[CH:31][N:30]=[CH:29][CH:28]=4)=[C:18]([O:21][CH3:22])[CH:19]=3)[N:14]=CC=2C#N)=[C:4]([O:35]C)[CH:3]=1.O.[C:38](#[N:40])C. (4) Given the product [CH2:1]([NH:3][C:4](=[O:33])[O:5][C:6]1[CH:11]=[C:10]([CH:12]([CH3:14])[CH3:13])[CH:9]=[CH:8][C:7]=1[C:15]1([NH:29][C:30](=[O:32])[CH3:31])[C:23](=[O:24])[C:22]2[C:17](=[CH:18][CH:19]=[CH:20][C:21]=2[NH2:25])[C:16]1=[O:28])[CH3:2], predict the reactants needed to synthesize it. The reactants are: [CH2:1]([NH:3][C:4](=[O:33])[O:5][C:6]1[CH:11]=[C:10]([CH:12]([CH3:14])[CH3:13])[CH:9]=[CH:8][C:7]=1[C:15]1([NH:29][C:30](=[O:32])[CH3:31])[C:23](=[O:24])[C:22]2[C:17](=[CH:18][CH:19]=[CH:20][C:21]=2[N+:25]([O-])=O)[C:16]1=[O:28])[CH3:2].Cl. (5) Given the product [ClH:25].[ClH:25].[NH:23]1[C:18]2[CH:19]=[CH:20][CH:21]=[CH:22][C:17]=2[N:24]=[C:14]1[CH:10]1[CH2:11][CH2:12][CH2:13][CH:8]([NH2:27])[CH2:9]1, predict the reactants needed to synthesize it. The reactants are: C(OC([CH:8]1[CH2:13][CH2:12][CH2:11][CH:10]([C:14](O)=O)[CH2:9]1)=O)(C)(C)C.[C:17]1([NH2:24])[C:18]([NH2:23])=[CH:19][CH:20]=[CH:21][CH:22]=1.[ClH:25].C[N:27](C)CCCN=C=NCC.CN(C1C=CC=CN=1)C. (6) Given the product [NH2:28][C:9]1[C:8]([C:4]2[CH:3]=[C:2]([NH:1][C:35](=[O:36])/[CH:34]=[CH:33]/[CH2:32][N:31]([CH3:38])[CH3:30])[CH:7]=[CH:6][CH:5]=2)=[C:13]([O:14][C:15]2[CH:20]=[CH:19][C:18]([O:21][C:22]3[CH:27]=[CH:26][CH:25]=[CH:24][CH:23]=3)=[CH:17][CH:16]=2)[N:12]=[CH:11][N:10]=1, predict the reactants needed to synthesize it. The reactants are: [NH2:1][C:2]1[CH:3]=[C:4]([C:8]2[C:9]([NH2:28])=[N:10][CH:11]=[N:12][C:13]=2[O:14][C:15]2[CH:20]=[CH:19][C:18]([O:21][C:22]3[CH:27]=[CH:26][CH:25]=[CH:24][CH:23]=3)=[CH:17][CH:16]=2)[CH:5]=[CH:6][CH:7]=1.Cl.[CH3:30][N:31]([CH3:38])[CH2:32]/[CH:33]=[CH:34]/[C:35](O)=[O:36]. (7) Given the product [CH2:22]([O:25][C:26]([C@@H:28]1[CH2:33][CH2:32][N:31]([CH2:2][C:3]2[CH:12]=[CH:11][CH:10]=[C:9]3[C:4]=2[C:5]([S:13][CH3:14])=[N:6][CH:7]=[N:8]3)[CH2:30][C@@H:29]1[C:34]([O:36][CH3:37])=[O:35])=[O:27])[CH:23]=[CH2:24], predict the reactants needed to synthesize it. The reactants are: Br[CH2:2][C:3]1[CH:12]=[CH:11][CH:10]=[C:9]2[C:4]=1[C:5]([S:13][CH3:14])=[N:6][CH:7]=[N:8]2.C(O)(C(F)(F)F)=O.[CH2:22]([O:25][C:26]([C@@H:28]1[CH2:33][CH2:32][NH:31][CH2:30][C@@H:29]1[C:34]([O:36][CH3:37])=[O:35])=[O:27])[CH:23]=[CH2:24]. (8) Given the product [N:5]1[CH:6]=[CH:7][CH:8]=[C:3]([CH2:2][NH:1][C:19]([C:17]2[S:18][C:11]3[C:12](=[N:13][CH:14]=[CH:15][C:10]=3[Cl:9])[CH:16]=2)=[O:20])[CH:4]=1, predict the reactants needed to synthesize it. The reactants are: [NH2:1][CH2:2][C:3]1[CH:4]=[N:5][CH:6]=[CH:7][CH:8]=1.[Cl:9][C:10]1[CH:15]=[CH:14][N:13]=[C:12]2[CH:16]=[C:17]([C:19]([O-])=[O:20])[S:18][C:11]=12.[Li+].